The task is: Regression. Given two drug SMILES strings and cell line genomic features, predict the synergy score measuring deviation from expected non-interaction effect.. This data is from NCI-60 drug combinations with 297,098 pairs across 59 cell lines. Drug 1: COC1=C(C=C2C(=C1)N=CN=C2NC3=CC(=C(C=C3)F)Cl)OCCCN4CCOCC4. Drug 2: CC12CCC3C(C1CCC2=O)CC(=C)C4=CC(=O)C=CC34C. Cell line: NCI-H322M. Synergy scores: CSS=49.3, Synergy_ZIP=-2.51, Synergy_Bliss=-3.09, Synergy_Loewe=-3.02, Synergy_HSA=2.30.